Dataset: Full USPTO retrosynthesis dataset with 1.9M reactions from patents (1976-2016). Task: Predict the reactants needed to synthesize the given product. Given the product [C:1]([C:3]1([NH:6][C:7]([C@@H:9]2[CH2:13][CH2:12][C@@H:11]([S:14]([C:17]3[CH:22]=[CH:21][C:20]([N:31]4[CH2:32][CH2:33][N:28]([CH:25]5[CH2:27][CH2:26]5)[CH2:29][CH2:30]4)=[CH:19][C:18]=3[Cl:24])(=[O:16])=[O:15])[CH2:10]2)=[O:8])[CH2:5][CH2:4]1)#[N:2], predict the reactants needed to synthesize it. The reactants are: [C:1]([C:3]1([NH:6][C:7]([CH:9]2[CH2:13][CH2:12][CH:11]([S:14]([C:17]3[CH:22]=[CH:21][C:20](F)=[CH:19][C:18]=3[Cl:24])(=[O:16])=[O:15])[CH2:10]2)=[O:8])[CH2:5][CH2:4]1)#[N:2].[CH:25]1([N:28]2[CH2:33][CH2:32][NH:31][CH2:30][CH2:29]2)[CH2:27][CH2:26]1.